This data is from M1 muscarinic receptor agonist screen with 61,833 compounds. The task is: Binary Classification. Given a drug SMILES string, predict its activity (active/inactive) in a high-throughput screening assay against a specified biological target. (1) The molecule is S(CC(=O)N(CC(=O)NC1CCCCC1)c1ccc(F)cc1)c1oc(nn1)COc1ccccc1. The result is 0 (inactive). (2) The drug is o1c2c(CCCNC2=O)c2c1ccc(O)c2. The result is 0 (inactive).